From a dataset of CYP2C19 inhibition data for predicting drug metabolism from PubChem BioAssay. Regression/Classification. Given a drug SMILES string, predict its absorption, distribution, metabolism, or excretion properties. Task type varies by dataset: regression for continuous measurements (e.g., permeability, clearance, half-life) or binary classification for categorical outcomes (e.g., BBB penetration, CYP inhibition). Dataset: cyp2c19_veith. (1) The drug is N[C@H](Cc1cc(I)c(Oc2cc(I)c(O)c(I)c2)c(I)c1)C(=O)O. The result is 0 (non-inhibitor). (2) The compound is CCCCSC(=S)N(C)C1CCS(=O)(=O)C1. The result is 1 (inhibitor). (3) The molecule is c1ccc(CN2c3ccccc3-c3nc4ccccc4n3C2c2ccccn2)cc1. The result is 1 (inhibitor). (4) The molecule is COc1ccc(CNc2ncncc2-c2ccccc2Cl)c(OC)c1. The result is 1 (inhibitor). (5) The drug is COc1ccc(OC)c(C(=O)CSc2nnc(Cc3cccs3)n2CCc2ccccc2)c1. The result is 1 (inhibitor). (6) The drug is CC(C)(C)C(=O)Nc1cccn2c(C(F)(F)F)nnc12. The result is 0 (non-inhibitor). (7) The drug is C[C@@H](c1ccccc1)N1C(=O)[C@H]2CC[C@H]3/C(=N\NC(=O)OCc4ccccc4)C[C@@H](O)[C@@H](O)[C@@H]3[C@@H]2C1=O. The result is 0 (non-inhibitor).